This data is from Forward reaction prediction with 1.9M reactions from USPTO patents (1976-2016). The task is: Predict the product of the given reaction. (1) The product is: [N:11]1[C:20]2[CH:19]=[CH:18][NH:17][C:16](=[O:21])[C:15]=2[CH:14]=[CH:13][CH:12]=1. Given the reactants N1C2C(=CN=CC=2)C=CC=1.[N:11]1[C:20]2[CH:19]=[CH:18][NH:17][C:16](=[O:21])[C:15]=2[CH:14]=[CH:13][C:12]=1C=O, predict the reaction product. (2) The product is: [CH:18]1([NH:17][C:13]2[N:12]=[C:11]([C:10]3[C:9]([C:23]4[O:24][CH:25]=[CH:26][CH:27]=4)=[N:8][N:7]4[C:2]([NH:31][CH:28]5[CH2:30][CH2:29]5)=[CH:3][CH:4]=[CH:5][C:6]=34)[CH:16]=[CH:15][N:14]=2)[CH2:19][CH2:20][CH2:21][CH2:22]1. Given the reactants Cl[C:2]1[N:7]2[N:8]=[C:9]([C:23]3[O:24][CH:25]=[CH:26][CH:27]=3)[C:10]([C:11]3[CH:16]=[CH:15][N:14]=[C:13]([NH:17][CH:18]4[CH2:22][CH2:21][CH2:20][CH2:19]4)[N:12]=3)=[C:6]2[CH:5]=[CH:4][CH:3]=1.[CH:28]1([NH2:31])[CH2:30][CH2:29]1, predict the reaction product. (3) Given the reactants [C:1]([OH:6])(=[O:5])[CH:2]([CH3:4])[OH:3].CC(C)[O-].CC(C)[O-].CC(C)[O-].CC(C)[O-].[Ti+4:23].[OH-].[Na+:25].C(O)CO, predict the reaction product. The product is: [Na+:25].[C:1]([O-:6])(=[O:5])[CH:2]([CH3:4])[OH:3].[Ti+4:23].[C:1]([O-:6])(=[O:5])[CH:2]([CH3:4])[OH:3].[C:1]([O-:6])(=[O:5])[CH:2]([CH3:4])[OH:3].[C:1]([O-:6])(=[O:5])[CH:2]([CH3:4])[OH:3].[C:1]([O-:6])(=[O:5])[CH:2]([CH3:4])[OH:3]. (4) Given the reactants [OH-].[Na+:2].[NH:3]([C:10]1[CH:15]=[C:14]([O:16][C:17]2[C:18]([C:24]([O:26]C)=[O:25])=[N:19][C:20]([CH3:23])=[CH:21][CH:22]=2)[CH:13]=[CH:12][N:11]=1)[C:4]1[CH:9]=[CH:8][CH:7]=[CH:6][CH:5]=1, predict the reaction product. The product is: [NH:3]([C:10]1[CH:15]=[C:14]([O:16][C:17]2[C:18]([C:24]([O-:26])=[O:25])=[N:19][C:20]([CH3:23])=[CH:21][CH:22]=2)[CH:13]=[CH:12][N:11]=1)[C:4]1[CH:5]=[CH:6][CH:7]=[CH:8][CH:9]=1.[Na+:2]. (5) Given the reactants [O:1]1[C:10]2[C:5](=[CH:6][CH:7]=[CH:8][CH:9]=2)[C:4]([C:11]2[CH:32]=[CH:31][C:14]([C:15]([NH:17][C@@H:18]3[CH2:26][C@:21]4([O:25][CH2:24][CH2:23][CH2:22]4)[CH2:20][C@@H:19]3[C:27]([O:29][CH3:30])=[O:28])=[O:16])=[CH:13][CH:12]=2)=[CH:3][CH2:2]1, predict the reaction product. The product is: [O:1]1[C:10]2[C:5](=[CH:6][CH:7]=[CH:8][CH:9]=2)[CH:4]([C:11]2[CH:12]=[CH:13][C:14]([C:15]([NH:17][C@@H:18]3[CH2:26][C@:21]4([O:25][CH2:24][CH2:23][CH2:22]4)[CH2:20][C@@H:19]3[C:27]([O:29][CH3:30])=[O:28])=[O:16])=[CH:31][CH:32]=2)[CH2:3][CH2:2]1. (6) Given the reactants [H-].[Na+].[C:3]([C:5]1[CH:6]=[C:7]([CH2:11][CH2:12][C:13](OC)=O)[CH:8]=[CH:9][CH:10]=1)#[N:4].[C:17](#[N:19])[CH3:18].Cl.[NH2:21][NH2:22], predict the reaction product. The product is: [NH2:19][C:17]1[CH:18]=[C:13]([CH2:12][CH2:11][C:7]2[CH:6]=[C:5]([CH:10]=[CH:9][CH:8]=2)[C:3]#[N:4])[NH:21][N:22]=1.